Regression. Given a peptide amino acid sequence and an MHC pseudo amino acid sequence, predict their binding affinity value. This is MHC class II binding data. From a dataset of Peptide-MHC class II binding affinity with 134,281 pairs from IEDB. (1) The peptide sequence is QAAVVRFQEAANKQK. The MHC is HLA-DPA10201-DPB10501 with pseudo-sequence HLA-DPA10201-DPB10501. The binding affinity (normalized) is 0.336. (2) The peptide sequence is GAYETYKFIPSLEAA. The MHC is HLA-DQA10102-DQB10602 with pseudo-sequence HLA-DQA10102-DQB10602. The binding affinity (normalized) is 0.377. (3) The peptide sequence is DLGYAPATPAAPGAG. The MHC is DRB1_0101 with pseudo-sequence DRB1_0101. The binding affinity (normalized) is 0.820. (4) The peptide sequence is PFSRIRDGLQYGWKT. The MHC is DRB3_0301 with pseudo-sequence DRB3_0301. The binding affinity (normalized) is 0.310.